From a dataset of Catalyst prediction with 721,799 reactions and 888 catalyst types from USPTO. Predict which catalyst facilitates the given reaction. (1) The catalyst class is: 1. Reactant: [CH:1]1([NH:6][C:7]([C:9]2([CH2:16][OH:17])[CH2:14][CH2:13][CH2:12][NH:11][C:10]2=[O:15])=[O:8])[CH2:5][CH2:4][CH2:3][CH2:2]1.[H-].[Na+].[F:20][C:21]1[CH:28]=[CH:27][CH:26]=[C:25](F)[C:22]=1[C:23]#[N:24]. Product: [C:23]([C:22]1[C:21]([F:20])=[CH:28][CH:27]=[CH:26][C:25]=1[O:17][CH2:16][C:9]1([C:7]([NH:6][CH:1]2[CH2:5][CH2:4][CH2:3][CH2:2]2)=[O:8])[CH2:14][CH2:13][CH2:12][NH:11][C:10]1=[O:15])#[N:24]. (2) Reactant: [Cl:1][C:2]1[CH:3]=[C:4]([OH:13])[CH:5]=[C:6]([Cl:12])[C:7]=1[O:8][CH2:9][CH2:10][OH:11].[Cl:14][C:15](Cl)([Cl:19])[CH2:16][CH2:17]Cl.C(=O)([O-])[O-].[K+].[K+].O. Product: [Cl:14][C:15]([Cl:19])=[CH:16][CH2:17][O:13][C:4]1[CH:3]=[C:2]([Cl:1])[C:7]([O:8][CH2:9][CH2:10][OH:11])=[C:6]([Cl:12])[CH:5]=1. The catalyst class is: 3.